Binary Classification. Given a drug SMILES string, predict its activity (active/inactive) in a high-throughput screening assay against a specified biological target. From a dataset of Orexin1 receptor HTS with 218,158 compounds and 233 confirmed actives. The compound is Fc1c(C2N(CCc3c2[nH]c2c3cccc2)Cc2ccoc2)cccc1. The result is 0 (inactive).